From a dataset of Forward reaction prediction with 1.9M reactions from USPTO patents (1976-2016). Predict the product of the given reaction. (1) Given the reactants ClC1C(C(O)=O)=CC=C2C=1NC=C2.CO.[Cl:16][C:17]1[C:18]([C:32]([OH:34])=[O:33])=[CH:19][CH:20]=[C:21]2[C:25]=1[NH:24][CH:23]=[C:22]2[C:26]1[CH2:31][CH2:30][CH2:29][CH2:28][CH:27]=1, predict the reaction product. The product is: [Cl:16][C:17]1[C:18]([C:32]([OH:34])=[O:33])=[CH:19][CH:20]=[C:21]2[C:25]=1[NH:24][CH:23]=[C:22]2[CH:26]1[CH2:31][CH2:30][CH2:29][CH2:28][CH2:27]1. (2) Given the reactants [Cl:1][C:2]1[CH:31]=[CH:30][CH:29]=[C:28](Cl)[C:3]=1[C:4]([NH:6][C:7]1[C:8]([C:12]2[NH:16][C:15]3[CH:17]=[CH:18][C:19]([CH2:21][N:22]4[CH2:27][CH2:26][O:25][CH2:24][CH2:23]4)=[CH:20][C:14]=3[N:13]=2)=[N:9][NH:10][CH:11]=1)=[O:5].ClC1C=CC=C([F:51])C=1C(NC1C(C(O)=O)=NNC=1)=O, predict the reaction product. The product is: [Cl:1][C:2]1[CH:31]=[CH:30][CH:29]=[C:28]([F:51])[C:3]=1[C:4]([NH:6][C:7]1[C:8]([C:12]2[NH:16][C:15]3[CH:17]=[CH:18][C:19]([CH2:21][N:22]4[CH2:27][CH2:26][O:25][CH2:24][CH2:23]4)=[CH:20][C:14]=3[N:13]=2)=[N:9][NH:10][CH:11]=1)=[O:5]. (3) Given the reactants N(OCCC(C)C)=O.[F:9][C:10]1[C:11]([N:30]2[C:35](=[O:36])[CH:34]=[C:33]([C:37]([F:40])([F:39])[F:38])[N:32]([CH3:41])[C:31]2=[O:42])=[CH:12][C:13]([O:17][C:18]2[CH:23]=[CH:22][CH:21]=[CH:20][C:19]=2[O:24][CH2:25][C:26]([O:28][CH3:29])=[O:27])=[C:14]([CH:16]=1)N.[ClH:43], predict the reaction product. The product is: [Cl:43][C:14]1[CH:16]=[C:10]([F:9])[C:11]([N:30]2[C:35](=[O:36])[CH:34]=[C:33]([C:37]([F:40])([F:39])[F:38])[N:32]([CH3:41])[C:31]2=[O:42])=[CH:12][C:13]=1[O:17][C:18]1[CH:23]=[CH:22][CH:21]=[CH:20][C:19]=1[O:24][CH2:25][C:26]([O:28][CH3:29])=[O:27]. (4) Given the reactants C(OC([NH:8][C:9]1[C:10]([CH3:30])=[N:11][O:12][C:13]=1[C:14]1[CH:19]=[CH:18][C:17]([C:20]2[CH:25]=[CH:24][C:23]([CH2:26][C:27]([OH:29])=[O:28])=[CH:22][CH:21]=2)=[CH:16][CH:15]=1)=O)(C)(C)C.FC(F)(F)C(O)=O, predict the reaction product. The product is: [NH2:8][C:9]1[C:10]([CH3:30])=[N:11][O:12][C:13]=1[C:14]1[CH:15]=[CH:16][C:17]([C:20]2[CH:25]=[CH:24][C:23]([CH2:26][C:27]([OH:29])=[O:28])=[CH:22][CH:21]=2)=[CH:18][CH:19]=1. (5) Given the reactants [CH2:1]([O:8][C:9]1[C:10](=[O:16])[NH:11][C:12]([I:15])=[CH:13][CH:14]=1)[C:2]1[CH:7]=[CH:6][CH:5]=[CH:4][CH:3]=1.[C:17](=O)([O-])[O-].[K+].[K+].IC, predict the reaction product. The product is: [CH2:1]([O:8][C:9]1[C:10](=[O:16])[N:11]([CH3:17])[C:12]([I:15])=[CH:13][CH:14]=1)[C:2]1[CH:3]=[CH:4][CH:5]=[CH:6][CH:7]=1. (6) Given the reactants [CH:1]1([NH:4][C:5](=[O:11])/[CH:6]=[CH:7]/[CH2:8][CH2:9][CH3:10])[CH2:3][CH2:2]1.OO.NC(N)=[O:16].FC(F)(F)C(OC(=O)C(F)(F)F)=O, predict the reaction product. The product is: [CH:1]1([NH:4][C:5]([CH:6]2[CH:7]([CH2:8][CH2:9][CH3:10])[O:16]2)=[O:11])[CH2:3][CH2:2]1. (7) Given the reactants [Ag:1]=O.[C:3]([OH:15])(=[O:14])[CH2:4][C:5]([CH2:10][C:11]([OH:13])=[O:12])([C:7]([OH:9])=[O:8])[OH:6], predict the reaction product. The product is: [C:3]([O-:15])(=[O:14])[CH2:4][C:5]([CH2:10][C:11]([O-:13])=[O:12])([C:7]([O-:9])=[O:8])[OH:6].[Ag+:1].[Ag+:1].[Ag+:1]. (8) Given the reactants I[C:2]1[CH:3]=[CH:4][C:5]([N:8]2[C:12](=[O:13])[CH2:11][C@H:10]3[CH2:14][CH2:15][CH2:16][C@@H:9]23)=[N:6][CH:7]=1.[C:17]([C:19]1[CH:24]=[CH:23][CH:22]=[CH:21][CH:20]=1)#[CH:18].C(N(CC)CC)C, predict the reaction product. The product is: [C:19]1([C:17]#[C:18][C:2]2[CH:3]=[CH:4][C:5]([N:8]3[C:12](=[O:13])[CH2:11][C@H:10]4[CH2:14][CH2:15][CH2:16][C@@H:9]34)=[N:6][CH:7]=2)[CH:24]=[CH:23][CH:22]=[CH:21][CH:20]=1. (9) Given the reactants Cl[S:2]([C:5]1[S:6][CH:7]=[CH:8][C:9]=1[CH2:10][C:11]1[CH:16]=[CH:15][CH:14]=[CH:13][CH:12]=1)(=[O:4])=[O:3].[NH2:17][C:18]1[O:22][N:21]=[C:20]([CH3:23])[C:19]=1[Br:24], predict the reaction product. The product is: [Br:24][C:19]1[C:20]([CH3:23])=[N:21][O:22][C:18]=1[NH:17][S:2]([C:5]1[S:6][CH:7]=[CH:8][C:9]=1[CH2:10][C:11]1[CH:16]=[CH:15][CH:14]=[CH:13][CH:12]=1)(=[O:4])=[O:3].